This data is from Forward reaction prediction with 1.9M reactions from USPTO patents (1976-2016). The task is: Predict the product of the given reaction. (1) The product is: [CH:26]1([CH2:25][N:24]2[C:29](=[O:31])[C@H:19]([NH:18][C:16](=[O:17])[O:15][CH2:8][C:45]3[CH:50]=[CH:49][CH:48]=[CH:47][CH:46]=3)[CH2:20][O:21][C@@H:22]([C:36]3[CH:37]=[CH:38][CH:39]=[CH:40][CH:41]=3)[CH2:23]2)[CH2:28][CH2:27]1. Given the reactants FC(F)(F)C(O)=O.[CH2:8]([O:15][C:16]([NH:18][C@@H:19](C(O)=O)[CH2:20][O:21][C@@H:22]([C:36]1[CH:41]=[CH:40][CH:39]=[CH:38][CH:37]=1)[CH2:23][N:24]([C:29]([O:31]C(C)(C)C)=O)[CH2:25][CH:26]1[CH2:28][CH2:27]1)=[O:17])C1C=CC=CC=1.[C:45]1(P(N=[N+]=[N-])([C:45]2[CH:50]=[CH:49][CH:48]=[CH:47][CH:46]=2)=O)[CH:50]=[CH:49][CH:48]=[CH:47][CH:46]=1.CN1CCOCC1, predict the reaction product. (2) The product is: [C:1]([C:5]([NH:7][C:8]1[C:17]([C:18]([O:20][CH3:21])=[O:19])=[C:16]2[C:11]([C:12]([Cl:30])=[C:13]([CH:26]=[O:27])[CH2:14][O:15]2)=[CH:10][CH:9]=1)=[O:6])([CH3:2])([CH3:3])[CH3:4]. Given the reactants [C:1]([C:5]([NH:7][C:8]1[C:17]([C:18]([O:20][CH3:21])=[O:19])=[C:16]2[C:11]([C:12](=O)[CH2:13][CH2:14][O:15]2)=[CH:10][CH:9]=1)=[O:6])([CH3:4])([CH3:3])[CH3:2].CN([CH:26]=[O:27])C.P(Cl)(Cl)([Cl:30])=O, predict the reaction product. (3) Given the reactants [CH3:1][O:2][C:3]1[CH:4]=[C:5]([C:11]2[C:19]3[C:14](=[N:15][CH:16]=[CH:17][CH:18]=3)[NH:13][CH:12]=2)[CH:6]=[CH:7][C:8]=1[O:9][CH3:10].[H-].[Na+].[N:22]([C:25]1[CH:30]=[CH:29][CH:28]=[CH:27][CH:26]=1)=[C:23]=[S:24], predict the reaction product. The product is: [C:25]1([NH:22][C:23]([N:13]2[C:14]3=[N:15][CH:16]=[CH:17][CH:18]=[C:19]3[C:11]([C:5]3[CH:6]=[CH:7][C:8]([O:9][CH3:10])=[C:3]([O:2][CH3:1])[CH:4]=3)=[CH:12]2)=[S:24])[CH:30]=[CH:29][CH:28]=[CH:27][CH:26]=1.